This data is from hERG potassium channel inhibition data for cardiac toxicity prediction from Karim et al.. The task is: Regression/Classification. Given a drug SMILES string, predict its toxicity properties. Task type varies by dataset: regression for continuous values (e.g., LD50, hERG inhibition percentage) or binary classification for toxic/non-toxic outcomes (e.g., AMES mutagenicity, cardiotoxicity, hepatotoxicity). Dataset: herg_karim. (1) The drug is COc1ccc(N2C(=O)[C@@H](Cc3ccc(OCCc4nc(-c5ccccc5)oc4C)cc3)[C@H]2C(=O)O)cc1. The result is 0 (non-blocker). (2) The molecule is COc1cc(-c2cn(CC(=O)N(Cc3ccccc3)[C@H](C)c3ccccc3)nn2)ccc1-n1cnc(C)c1. The result is 1 (blocker). (3) The molecule is Cc1cc(C2(c3cccc(-c4cncnc4)c3)N=C(N)c3c(F)cccc32)cn(C)c1=O. The result is 0 (non-blocker). (4) The compound is COc1cnc2ccc(=O)n(CCN3CCC(c4nc5cc(C(F)(F)F)ccc5[nH]4)CC3)c2c1. The result is 1 (blocker). (5) The compound is C[C@@H]1COCCN1c1nc(N2CCOC[C@H]2C)c2ccc(-c3cccc(C(=O)NCCO)c3)nc2n1. The result is 0 (non-blocker). (6) The compound is COc1cc(-c2cn(C3CCc4ccccc4N(CC4(C)COC4)C3=O)nn2)ccc1-n1cnc(C)c1. The result is 0 (non-blocker). (7) The compound is CCN1CC2CCCC[C@@]2(c2ccc(Cl)c(Cl)c2)C1. The result is 1 (blocker).